From a dataset of Forward reaction prediction with 1.9M reactions from USPTO patents (1976-2016). Predict the product of the given reaction. (1) The product is: [CH2:10]([O:12][C:13](=[O:17])[CH:14]=[C:15]([O:8][C:4]1[CH:5]=[CH:6][CH:7]=[C:2]([Cl:1])[C:3]=1[F:9])[CH3:16])[CH3:11]. Given the reactants [Cl:1][C:2]1[C:3]([F:9])=[C:4]([OH:8])[CH:5]=[CH:6][CH:7]=1.[CH2:10]([O:12][C:13](=[O:17])[C:14]#[C:15][CH3:16])[CH3:11].N12CCCN=C1CCCCC2, predict the reaction product. (2) Given the reactants C1(P(C2C=CC=CC=2)C2C=CC=CC=2)C=CC=CC=1.[C:20]([Cl:24])(Cl)(Cl)Cl.[CH2:25]([O:32][C:33]1[CH:38]=[CH:37][C:36]([CH2:39]CO)=[C:35]([N+:42]([O-:44])=[O:43])[CH:34]=1)[C:26]1[CH:31]=[CH:30][CH:29]=[CH:28][CH:27]=1, predict the reaction product. The product is: [CH2:25]([O:32][C:33]1[CH:38]=[CH:37][C:36]([CH2:39][CH2:20][Cl:24])=[C:35]([N+:42]([O-:44])=[O:43])[CH:34]=1)[C:26]1[CH:27]=[CH:28][CH:29]=[CH:30][CH:31]=1. (3) Given the reactants [CH3:1][N:2]1[CH2:8][CH2:7][CH2:6][N:5]([C:9]2[CH:14]=[CH:13][C:12]([N+:15]([O-])=O)=[C:11]([O:18][CH3:19])[CH:10]=2)[CH2:4][CH2:3]1, predict the reaction product. The product is: [CH3:1][N:2]1[CH2:8][CH2:7][CH2:6][N:5]([C:9]2[CH:14]=[CH:13][C:12]([NH2:15])=[C:11]([O:18][CH3:19])[CH:10]=2)[CH2:4][CH2:3]1. (4) Given the reactants [F:1][C:2]1[C:3]([NH:21][C:22]2[CH:26]=[C:25]([CH3:27])[NH:24][N:23]=2)=[N:4][C:5]([NH:11][C@H:12]([C:14]2[N:19]=[CH:18][C:17]([F:20])=[CH:16][N:15]=2)[CH3:13])=[C:6]([N+:8]([O-])=O)[CH:7]=1.O.O.Cl[Sn]Cl.[CH3:33][O:34]C(OC)(OC)OC, predict the reaction product. The product is: [F:1][C:2]1[CH:7]=[C:6]2[NH:8][C:33](=[O:34])[N:11]([C@H:12]([C:14]3[N:19]=[CH:18][C:17]([F:20])=[CH:16][N:15]=3)[CH3:13])[C:5]2=[N:4][C:3]=1[NH:21][C:22]1[CH:26]=[C:25]([CH3:27])[NH:24][N:23]=1. (5) Given the reactants [F:1][C:2]1[C:3]([N:14]=P(C2C=CC=CC=2)(C2C=CC=CC=2)C2C=CC=CC=2)=[C:4](/[CH:8]=[CH:9]/[C:10]([O:12][CH3:13])=[O:11])[CH:5]=[CH:6][CH:7]=1.[N:34]([C:37]1[CH:42]=[C:41]([C:43]([F:46])([F:45])[F:44])[CH:40]=[CH:39][C:38]=1[O:47][CH3:48])=[C:35]=O.[F:49][C:50]1[CH:55]=[CH:54][C:53]([N:56]2[CH2:61][CH2:60][NH:59][CH2:58][CH2:57]2)=[CH:52][C:51]=1[CH3:62], predict the reaction product. The product is: [F:1][C:2]1[CH:7]=[CH:6][CH:5]=[C:4]2[C:3]=1[N:14]=[C:35]([N:59]1[CH2:58][CH2:57][N:56]([C:53]3[CH:54]=[CH:55][C:50]([F:49])=[C:51]([CH3:62])[CH:52]=3)[CH2:61][CH2:60]1)[N:34]([C:37]1[C:38]([O:47][CH3:48])=[CH:39][CH:40]=[C:41]([C:43]([F:46])([F:45])[F:44])[CH:42]=1)[CH:8]2[CH2:9][C:10]([O:12][CH3:13])=[O:11]. (6) Given the reactants [OH:1][C:2]1[CH:11]=[C:10]([OH:12])[CH:9]=[C:8]2[C:3]=1[C:4](=[O:21])[C:5]([C:13]1[CH:18]=[CH:17][C:16]([O:19][CH3:20])=[CH:15][CH:14]=1)=[CH:6][O:7]2.C([O-])([O-])=O.[K+].[K+].[CH2:28](Br)[C:29]#[CH:30], predict the reaction product. The product is: [C:28]([O:12][C:10]1[CH:9]=[C:8]2[C:3]([C:4](=[O:21])[C:5]([C:13]3[CH:14]=[CH:15][C:16]([O:19][CH3:20])=[CH:17][CH:18]=3)=[CH:6][O:7]2)=[C:2]([OH:1])[CH:11]=1)#[C:29][CH3:30]. (7) Given the reactants Br[CH2:2][C:3]1[CH:7]=[CH:6][S:5][C:4]=1[C:8]1[C:12]2[CH:13]=[C:14]([N:17]3[C:22](=[O:23])[CH:21]=[C:20]([C:24]([F:27])([F:26])[F:25])[N:19]([CH3:28])[C:18]3=[O:29])[CH:15]=[CH:16][C:11]=2[S:10][N:9]=1.C(Cl)Cl.[CH3:33][OH:34], predict the reaction product. The product is: [CH3:33][O:34][CH2:2][C:3]1[CH:7]=[CH:6][S:5][C:4]=1[C:8]1[C:12]2[CH:13]=[C:14]([N:17]3[C:22](=[O:23])[CH:21]=[C:20]([C:24]([F:27])([F:26])[F:25])[N:19]([CH3:28])[C:18]3=[O:29])[CH:15]=[CH:16][C:11]=2[S:10][N:9]=1.